From a dataset of Forward reaction prediction with 1.9M reactions from USPTO patents (1976-2016). Predict the product of the given reaction. Given the reactants B(Br)(Br)Br.[CH2:5]([C:7]1[C:12]([C:13]([F:16])([F:15])[F:14])=[CH:11][C:10]([O:17]C)=[CH:9][C:8]=1[O:19]C)[CH3:6].CO, predict the reaction product. The product is: [CH2:5]([C:7]1[C:12]([C:13]([F:14])([F:15])[F:16])=[CH:11][C:10]([OH:17])=[CH:9][C:8]=1[OH:19])[CH3:6].